This data is from Forward reaction prediction with 1.9M reactions from USPTO patents (1976-2016). The task is: Predict the product of the given reaction. Given the reactants C([O:3][C:4]([CH:6]1[CH2:11][CH2:10][CH2:9][N:8]([C:12]([O:14][CH2:15][C:16]2[CH:21]=[CH:20][CH:19]=[CH:18][CH:17]=2)=[O:13])[CH2:7]1)=[O:5])C.I[CH3:23], predict the reaction product. The product is: [CH2:15]([O:14][C:12]([N:8]1[CH2:9][CH2:10][CH2:11][C:6]([CH3:23])([C:4]([OH:3])=[O:5])[CH2:7]1)=[O:13])[C:16]1[CH:17]=[CH:18][CH:19]=[CH:20][CH:21]=1.